From a dataset of Full USPTO retrosynthesis dataset with 1.9M reactions from patents (1976-2016). Predict the reactants needed to synthesize the given product. (1) The reactants are: [C:1]([C:5]1[C:6]([OH:33])=[C:7]([C:16](=[O:32])[NH:17][C:18]2[CH:23]=[CH:22][C:21]([S:24]([C:27]([F:30])([F:29])[F:28])(=[O:26])=[O:25])=[CH:20][C:19]=2[Cl:31])[C:8]([CH3:15])=[C:9]([S:11](Cl)(=[O:13])=[O:12])[CH:10]=1)([CH3:4])([CH3:3])[CH3:2].[NH3:34]. Given the product [C:1]([C:5]1[C:6]([OH:33])=[C:7]([C:8]([CH3:15])=[C:9]([S:11](=[O:13])(=[O:12])[NH2:34])[CH:10]=1)[C:16]([NH:17][C:18]1[CH:23]=[CH:22][C:21]([S:24]([C:27]([F:30])([F:29])[F:28])(=[O:26])=[O:25])=[CH:20][C:19]=1[Cl:31])=[O:32])([CH3:4])([CH3:3])[CH3:2], predict the reactants needed to synthesize it. (2) Given the product [F:1][C@H:2]1[CH2:19][C@@:17]2([CH3:18])[C@@H:13]([CH2:14][CH2:15][CH:16]2[OH:20])[C@H:12]2[C@H:3]1[C:4]1[CH:5]=[CH:6][C:7]([OH:39])=[CH:8][C:9]=1[CH2:10][C@H:11]2[CH2:21][CH2:22][CH2:23][CH2:24][N:25]([CH2:34][CH2:35][CH2:36][CH2:37][CH3:38])[C:26](=[O:33])[C:27]1[CH:28]=[CH:29][CH:30]=[CH:31][CH:32]=1, predict the reactants needed to synthesize it. The reactants are: [F:1][C@H:2]1[CH2:19][C@@:17]2([CH3:18])[C@@H:13]([CH2:14][CH2:15][C:16]2=[O:20])[C@H:12]2[C@H:3]1[C:4]1[CH:5]=[CH:6][C:7]([OH:39])=[CH:8][C:9]=1[CH2:10][C@H:11]2[CH2:21][CH2:22][CH2:23][CH2:24][N:25]([CH2:34][CH2:35][CH2:36][CH2:37][CH3:38])[C:26](=[O:33])[C:27]1[CH:32]=[CH:31][CH:30]=[CH:29][CH:28]=1.[BH4-].[Na+]. (3) The reactants are: [C:1]([O:5][C:6](=[O:17])[NH:7][C@@H:8]([CH2:14][CH:15]=[CH2:16])/[C:9](/[CH3:13])=[CH:10]/[CH2:11][OH:12])([CH3:4])([CH3:3])[CH3:2].[C:18](O[C:18](=[O:25])[C:19]1[CH:24]=[CH:23][CH:22]=[CH:21][CH:20]=1)(=[O:25])[C:19]1[CH:24]=[CH:23][CH:22]=[CH:21][CH:20]=1.N1C=CC=CC=1.O. Given the product [C:18]([O:12][CH2:11]/[CH:10]=[C:9](\[CH3:13])/[C@@H:8]([NH:7][C:6]([O:5][C:1]([CH3:4])([CH3:3])[CH3:2])=[O:17])[CH2:14][CH:15]=[CH2:16])(=[O:25])[C:19]1[CH:24]=[CH:23][CH:22]=[CH:21][CH:20]=1, predict the reactants needed to synthesize it.